This data is from Forward reaction prediction with 1.9M reactions from USPTO patents (1976-2016). The task is: Predict the product of the given reaction. (1) Given the reactants O[C:2]1[CH:7]=[CH:6][C:5]([C:8]2[CH:13]=[CH:12][C:11]([SH:14])=[CH:10][CH:9]=2)=[CH:4][CH:3]=1.Cl[CH2:16][C:17](CCl)=[CH2:18], predict the reaction product. The product is: [CH2:18]([S:14][CH2:11][CH:12]=[CH2:13])[CH:17]=[CH2:16].[C:5]1([C:8]2[CH:9]=[CH:10][CH:11]=[CH:12][CH:13]=2)[CH:6]=[CH:7][CH:2]=[CH:3][CH:4]=1. (2) Given the reactants [CH2:1]([OH:4])[CH2:2][CH3:3].S(Cl)(Cl)=O.[NH2:9][C@H:10]([C:12](O)=[O:13])[CH3:11], predict the reaction product. The product is: [CH2:1]([O:4][C:12](=[O:13])[C@H:10]([CH3:11])[NH2:9])[CH2:2][CH3:3]. (3) Given the reactants [Li]CCCC.C(NC(C)C)(C)C.[CH3:13][C:14]([CH3:16])=[O:15].[Cl:17][C:18]1[CH:26]=[CH:25][CH:24]=[CH:23][C:19]=1[C:20](Cl)=[O:21], predict the reaction product. The product is: [Cl:17][C:18]1[CH:26]=[CH:25][CH:24]=[CH:23][C:19]=1[C:20](=[O:21])[CH2:13][C:14](=[O:15])[CH3:16]. (4) Given the reactants [F:1][C:2]1[CH:10]=[CH:9][C:5]([C:6]([OH:8])=O)=[CH:4][C:3]=1[CH3:11].[CH3:12][O:13][C:14](=[O:21])[C@@H:15]([CH2:17][CH:18]([CH3:20])[CH3:19])[NH2:16], predict the reaction product. The product is: [F:1][C:2]1[CH:10]=[CH:9][C:5]([C:6]([NH:16][C@H:15]([CH2:17][CH:18]([CH3:20])[CH3:19])[C:14]([O:13][CH3:12])=[O:21])=[O:8])=[CH:4][C:3]=1[CH3:11]. (5) Given the reactants [NH2:1][C:2]1[C:6]([C:7]([O:9][CH2:10][CH:11]=[CH2:12])=[O:8])=[C:5]([NH2:13])[NH:4][N:3]=1.CO[CH:16](OC)[CH:17]([CH:21](OC)OC)[CH2:18][C:19]#[N:20].ClC1C=CC2N=NN(OC(=[N+](C)C)N(C)C)C=2C=1.C([O-])(O)=O.[Na+], predict the reaction product. The product is: [NH2:13][C:5]1[C:6]([C:7]([O:9][CH2:10][CH:11]=[CH2:12])=[O:8])=[C:2]2[N:1]=[CH:16][C:17]([CH2:18][C:19]#[N:20])=[CH:21][N:3]2[N:4]=1. (6) The product is: [F:1][C:2]([F:23])([F:24])[C:3]1[CH:4]=[C:5]([C:13]2[N:17]=[CH:16][N:15](/[CH:18]=[CH:19]\[C:20]([NH:32][NH:31][CH:28]3[CH2:29][CH2:30][S:26](=[O:33])(=[O:25])[CH2:27]3)=[O:22])[N:14]=2)[CH:6]=[C:7]([C:9]([F:11])([F:10])[F:12])[CH:8]=1. Given the reactants [F:1][C:2]([F:24])([F:23])[C:3]1[CH:4]=[C:5]([C:13]2[N:17]=[CH:16][N:15](/[CH:18]=[CH:19]\[C:20]([OH:22])=O)[N:14]=2)[CH:6]=[C:7]([C:9]([F:12])([F:11])[F:10])[CH:8]=1.[O:25]=[S:26]1(=[O:33])[CH2:30][CH2:29][CH:28]([NH:31][NH2:32])[CH2:27]1.C(P1(=O)OP(CCC)(=O)OP(CCC)(=O)O1)CC.CCN(C(C)C)C(C)C, predict the reaction product.